From a dataset of Reaction yield outcomes from USPTO patents with 853,638 reactions. Predict the reaction yield, written as a fraction of the theoretical maximum amount of product (1.0 means a 100% yield; for example, 0.34 means a 34% yield). The reactants are [Na+].[Br-].C([O-])(O)=O.[Na+].[C:8]1([CH2:14]/[C:15](/[CH3:19])=[CH:16]/[CH2:17][OH:18])[CH2:13][CH2:12][CH2:11][CH2:10][CH:9]=1.[O-]Cl.[Na+]. The catalyst is C1(C)C=CC=CC=1.O. The product is [C:8]1([CH2:14]/[C:15](/[CH3:19])=[CH:16]/[CH:17]=[O:18])[CH2:13][CH2:12][CH2:11][CH2:10][CH:9]=1. The yield is 0.660.